This data is from Reaction yield outcomes from USPTO patents with 853,638 reactions. The task is: Predict the reaction yield, written as a fraction of the theoretical maximum amount of product (1.0 means a 100% yield; for example, 0.34 means a 34% yield). (1) The reactants are [Cl:1][C:2]1[CH:3]=[C:4]2[C:8](=[CH:9][CH:10]=1)[NH:7][CH:6]=[C:5]2[CH2:11][CH2:12][NH:13][C:14](=[O:22])[C:15]1[CH:20]=[CH:19][CH:18]=[C:17](I)[CH:16]=1.[CH3:23][C:24]1[CH:29]=[CH:28][CH:27]=[C:26]([CH3:30])[C:25]=1B(O)O.C(=O)([O-])[O-].[Na+].[Na+]. The catalyst is C(COC)OC.O.C1C=CC([P]([Pd]([P](C2C=CC=CC=2)(C2C=CC=CC=2)C2C=CC=CC=2)([P](C2C=CC=CC=2)(C2C=CC=CC=2)C2C=CC=CC=2)[P](C2C=CC=CC=2)(C2C=CC=CC=2)C2C=CC=CC=2)(C2C=CC=CC=2)C2C=CC=CC=2)=CC=1. The product is [Cl:1][C:2]1[CH:3]=[C:4]2[C:8](=[CH:9][CH:10]=1)[NH:7][CH:6]=[C:5]2[CH2:11][CH2:12][NH:13][C:14]([C:15]1[CH:16]=[C:17]([C:25]2[C:26]([CH3:30])=[CH:27][CH:28]=[CH:29][C:24]=2[CH3:23])[CH:18]=[CH:19][CH:20]=1)=[O:22]. The yield is 0.470. (2) The reactants are C(OC([NH:8][CH:9]1[C:18]2[C:13](=[CH:14][CH:15]=[C:16]([NH:19][C:20]([C:22]3[C:31](=[O:32])[C:30]4[C:25](=[CH:26][CH:27]=[CH:28][CH:29]=4)[NH:24][CH:23]=3)=[O:21])[CH:17]=2)[CH2:12][CH2:11][CH2:10]1)=O)(C)(C)C.C(O)(C(F)(F)F)=O. The catalyst is ClCCl. The product is [NH2:8][CH:9]1[C:18]2[C:13](=[CH:14][CH:15]=[C:16]([NH:19][C:20]([C:22]3[C:31](=[O:32])[C:30]4[C:25](=[CH:26][CH:27]=[CH:28][CH:29]=4)[NH:24][CH:23]=3)=[O:21])[CH:17]=2)[CH2:12][CH2:11][CH2:10]1. The yield is 0.930. (3) The reactants are [C:1]([NH:8][CH2:9][CH2:10][CH2:11][C:12]([OH:14])=O)([O:3][C:4]([CH3:7])([CH3:6])[CH3:5])=[O:2].CCN=C=NCCCN(C)C.C1C=CC2N(O)N=NC=2C=1.[NH2:36][C:37]1[CH:38]=[CH:39][C:40]([O:54][CH2:55][CH2:56][CH3:57])=[C:41]([C:43]2[NH:48][C:47](=[O:49])[C:46]([CH2:50][CH3:51])=[C:45]([CH2:52][CH3:53])[N:44]=2)[CH:42]=1. The catalyst is ClCCl. The product is [CH2:52]([C:45]1[N:44]=[C:43]([C:41]2[CH:42]=[C:37]([NH:36][C:12]([CH2:11][CH2:10][CH2:9][NH:8][C:1]([O:3][C:4]([CH3:5])([CH3:6])[CH3:7])=[O:2])=[O:14])[CH:38]=[CH:39][C:40]=2[O:54][CH2:55][CH2:56][CH3:57])[NH:48][C:47](=[O:49])[C:46]=1[CH2:50][CH3:51])[CH3:53]. The yield is 0.410. (4) The reactants are Br[C:2]1[CH:7]=[CH:6][C:5]([C:8]2[C:9]3[C:14]([C:15]4[CH:16]=[CH:17][CH:18]=[CH:19][C:20]=4[CH:21]=2)=[CH:13][CH:12]=[CH:11][CH:10]=3)=[CH:4][CH:3]=1.CCCCCC.C([Li])CCC.[B:33](OC(C)C)([O:38]C(C)C)[O:34]C(C)C.Cl. The catalyst is C1(C)C=CC=CC=1.C1COCC1. The product is [CH:19]1[C:20]2[CH:21]=[C:8]([C:5]3[CH:6]=[CH:7][C:2]([B:33]([OH:38])[OH:34])=[CH:3][CH:4]=3)[C:9]3[C:14](=[CH:13][CH:12]=[CH:11][CH:10]=3)[C:15]=2[CH:16]=[CH:17][CH:18]=1. The yield is 0.720. (5) The reactants are [CH3:1][O:2][C:3](=[O:18])[CH:4]([C:11]1[CH:16]=[CH:15][C:14](I)=[CH:13][CH:12]=1)[CH2:5][CH:6]1[CH2:10][CH2:9][CH2:8][CH2:7]1.[CH3:19][N:20]([CH3:24])[CH2:21][C:22]#[CH:23]. The catalyst is CN(C)C=O.C1C=CC(P(C2C=CC=CC=2)C2C=CC=CC=2)=CC=1.C1C=CC(P(C2C=CC=CC=2)C2C=CC=CC=2)=CC=1.Cl[Pd]Cl.C(N(CC)CC)C.[I-]. The product is [CH3:1][O:2][C:3](=[O:18])[CH:4]([C:11]1[CH:16]=[CH:15][C:14]([C:23]#[C:22][CH2:21][N:20]([CH3:24])[CH3:19])=[CH:13][CH:12]=1)[CH2:5][CH:6]1[CH2:10][CH2:9][CH2:8][CH2:7]1. The yield is 0.910. (6) The reactants are [NH:1]1[C:9]2[C:4](=[CH:5][C:6]([O:10][C:11]3[CH:16]=[CH:15][N:14]=[C:13]([NH2:17])[CH:12]=3)=[CH:7][CH:8]=2)[CH:3]=[CH:2]1.[H-].[Na+].[CH2:20]([CH:22]([NH:25][C:26](=O)[O:27]C1C=CC=CC=1)[CH2:23][CH3:24])[CH3:21]. The catalyst is CN(C)C=O. The product is [CH2:20]([CH:22]([NH:25][C:26]([N:1]1[C:9]2[C:4](=[CH:5][C:6]([O:10][C:11]3[CH:16]=[CH:15][N:14]=[C:13]([NH2:17])[CH:12]=3)=[CH:7][CH:8]=2)[CH:3]=[CH:2]1)=[O:27])[CH2:23][CH3:24])[CH3:21]. The yield is 0.710. (7) The reactants are [O:1]1CCO[CH:2]1[C:6]1[CH:7]=[C:8]([CH:12]2[C:16]3[C:17]([CH3:31])=[C:18]([NH:23][C:24](=[O:30])[CH2:25][C:26]([CH3:29])([CH3:28])[CH3:27])[C:19]([CH3:22])=[C:20]([CH3:21])[C:15]=3[O:14][CH2:13]2)[CH:9]=[CH:10][CH:11]=1.C1(C)C=CC(S(O)(=O)=O)=CC=1.[NH+]1C=CC=CC=1.O. The catalyst is CC(C)=O.C(OCC)(=O)C. The product is [CH:2]([C:6]1[CH:7]=[C:8]([CH:12]2[C:16]3[C:17]([CH3:31])=[C:18]([NH:23][C:24](=[O:30])[CH2:25][C:26]([CH3:27])([CH3:28])[CH3:29])[C:19]([CH3:22])=[C:20]([CH3:21])[C:15]=3[O:14][CH2:13]2)[CH:9]=[CH:10][CH:11]=1)=[O:1]. The yield is 0.960.